This data is from Forward reaction prediction with 1.9M reactions from USPTO patents (1976-2016). The task is: Predict the product of the given reaction. (1) Given the reactants Br[C:2]1[CH:3]=[CH:4][C:5]2[NH:11][C:10](=[O:12])[CH2:9][O:8][C:7]([CH3:14])([CH3:13])[C:6]=2[CH:15]=1.[C:16]([C:18]1[CH:19]=[C:20](B(O)O)[CH:21]=[C:22]([F:24])[CH:23]=1)#[N:17], predict the reaction product. The product is: [CH3:13][C:7]1([CH3:14])[C:6]2[CH:15]=[C:2]([C:20]3[CH:19]=[C:18]([CH:23]=[C:22]([F:24])[CH:21]=3)[C:16]#[N:17])[CH:3]=[CH:4][C:5]=2[NH:11][C:10](=[O:12])[CH2:9][O:8]1. (2) Given the reactants [OH:1][C:2]([C:10]1[O:18][C:17]2[C:12](=[N:13][C:14]([CH2:19][C:20]([O:22]CC)=[O:21])=[CH:15][CH:16]=2)[CH:11]=1)([C:4]1[CH:9]=[CH:8][N:7]=[CH:6][N:5]=1)[CH3:3].C(OCC#N)(C)C, predict the reaction product. The product is: [OH:1][C:2]([C:10]1[O:18][C:17]2[C:12](=[N:13][C:14]([CH2:19][C:20]([OH:22])=[O:21])=[CH:15][CH:16]=2)[CH:11]=1)([C:4]1[CH:9]=[CH:8][N:7]=[CH:6][N:5]=1)[CH3:3].